The task is: Predict which catalyst facilitates the given reaction.. This data is from Catalyst prediction with 721,799 reactions and 888 catalyst types from USPTO. Reactant: [CH2:1]([O:3][CH2:4][C:5]1[N:6]([CH2:18][C:19]2([OH:23])[CH2:22][CH2:21][CH2:20]2)[C:7]2[C:16]3[CH:15]=[CH:14][CH:13]=[CH:12][C:11]=3[N:10]=[CH:9][C:8]=2[N:17]=1)[CH3:2].C1C=C(Cl)C=C(C(OO)=O)C=1.[OH-].[NH4+:36].S(Cl)(C1C=CC(C)=CC=1)(=O)=O. Product: [NH2:36][C:9]1[C:8]2[N:17]=[C:5]([CH2:4][O:3][CH2:1][CH3:2])[N:6]([CH2:18][C:19]3([OH:23])[CH2:22][CH2:21][CH2:20]3)[C:7]=2[C:16]2[CH:15]=[CH:14][CH:13]=[CH:12][C:11]=2[N:10]=1. The catalyst class is: 4.